From a dataset of Forward reaction prediction with 1.9M reactions from USPTO patents (1976-2016). Predict the product of the given reaction. (1) Given the reactants [C:1]1([C@@H:7]([NH2:10])[CH2:8][CH3:9])[CH:6]=[CH:5][CH:4]=[CH:3][CH:2]=1.[CH:11]1[N:16]=[C:15](Cl)[C:14]2[N:18]=[CH:19][N:20]([C@@H:21]3[O:25][C@H:24]([CH2:26][OH:27])[C@@H:23]([OH:28])[C@H:22]3[OH:29])[C:13]=2[N:12]=1.C(N(CC)CC)C, predict the reaction product. The product is: [C:1]1([C@@H:7]([NH:10][C:15]2[C:14]3[N:18]=[CH:19][N:20]([C:13]=3[N:12]=[CH:11][N:16]=2)[C@@H:21]2[O:25][C@H:24]([CH2:26][OH:27])[C@@H:23]([OH:28])[C@H:22]2[OH:29])[CH2:8][CH3:9])[CH:6]=[CH:5][CH:4]=[CH:3][CH:2]=1. (2) Given the reactants Br[C:2]1[CH:3]=[CH:4][C:5]([F:10])=[C:6]([CH2:8][OH:9])[CH:7]=1.[F:11][C:12]([F:23])([F:22])[C:13]1[CH:14]=[CH:15][C:16]([CH2:19][CH2:20][NH2:21])=[N:17][CH:18]=1, predict the reaction product. The product is: [F:10][C:5]1[CH:4]=[CH:3][C:2]([NH:21][CH2:20][CH2:19][C:16]2[CH:15]=[CH:14][C:13]([C:12]([F:23])([F:11])[F:22])=[CH:18][N:17]=2)=[CH:7][C:6]=1[CH2:8][OH:9]. (3) Given the reactants [C:1](#N)CC#N.[C:6]([O-:9])([O-])=O.[K+].[K+].Cl[C:13]1[N:18]=[C:17]([N:19]2[CH2:24][CH2:23][CH:22]([C:25]3[C:33]4[C:28](=[N:29][CH:30]=[CH:31][N:32]=4)[NH:27]N=3)[CH2:21][CH2:20]2)[N:16]=[C:15]([O:34][CH2:35][C@H:36]2[CH2:38][C@H:37]2[C:39]#[N:40])[N:14]=1.[C:41]12([NH2:46])[CH2:45][CH:43]([CH2:44]1)[CH2:42]2.C1C=C(Cl)C=C(C(OO)=O)C=1, predict the reaction product. The product is: [C:41]12([NH:46][C:6]([C:13]3[N:14]=[C:15]([O:34][CH2:35][C@H:36]4[CH2:38][C@H:37]4[C:39]#[N:40])[N:16]=[C:17]([N:19]4[CH2:24][CH2:23][CH:22]([C:25]5[C:33]6[C:28](=[N:29][CH:30]=[CH:31][N:32]=6)[NH:27][CH:1]=5)[CH2:21][CH2:20]4)[N:18]=3)=[O:9])[CH2:45][CH:43]([CH2:44]1)[CH2:42]2. (4) Given the reactants C([O:8][C:9]1[CH:25]=[CH:24][C:12]2[N:13]([CH3:23])[C:14]([C:16]3[CH:21]=[CH:20][C:19]([OH:22])=[CH:18][CH:17]=3)=[N:15][C:11]=2[CH:10]=1)C1C=CC=CC=1.C([SiH](CC)CC)C, predict the reaction product. The product is: [OH:8][C:9]1[CH:25]=[CH:24][C:12]2[N:13]([CH3:23])[C:14]([C:16]3[CH:17]=[CH:18][C:19]([OH:22])=[CH:20][CH:21]=3)=[N:15][C:11]=2[CH:10]=1. (5) Given the reactants [OH:1][CH2:2][C:3]1[N:4]=[CH:5][S:6][C:7]=1/[CH:8]=[CH:9]\[SH:10].C1(P(O[C:26]2[C@H:27]([CH3:50])[C@@H:28]3[C@@H:45]([C@H:46]([OH:48])[CH3:47])[C:44](=[O:49])[N:29]3[C:30]=2[C:31]([O:33][CH2:34][C:35]2[CH:40]=[CH:39][C:38]([N+:41]([O-:43])=[O:42])=[CH:37][CH:36]=2)=[O:32])(C2C=CC=CC=2)=O)C=CC=CC=1.[I-].[Na+].C(OCC)(=O)C, predict the reaction product. The product is: [OH:48][C@@H:46]([C@H:45]1[C:44](=[O:49])[N:29]2[C:30]([C:31]([O:33][CH2:34][C:35]3[CH:36]=[CH:37][C:38]([N+:41]([O-:43])=[O:42])=[CH:39][CH:40]=3)=[O:32])=[C:26]([S:10]/[CH:9]=[CH:8]\[C:7]3[S:6][CH:5]=[N:4][C:3]=3[CH2:2][OH:1])[C@H:27]([CH3:50])[C@H:28]12)[CH3:47]. (6) Given the reactants [Br:1][C:2]1[CH:3]=[C:4]([CH:17]=[C:18]([Cl:20])[CH:19]=1)[CH2:5][N:6]1C(=O)C2C(=CC=CC=2)C1=O.O.NN, predict the reaction product. The product is: [Br:1][C:2]1[CH:3]=[C:4]([CH:17]=[C:18]([Cl:20])[CH:19]=1)[CH2:5][NH2:6]. (7) Given the reactants [CH3:1][S:2][C:3]1[CH:8]=[CH:7][CH:6]=[CH:5][C:4]=1/[CH:9]=[C:10](\[C:14]1[CH:19]=[C:18]([O:20][CH3:21])[C:17]([O:22][CH3:23])=[C:16]([O:24][CH3:25])[CH:15]=1)/C(O)=O.N1C2C(=CC=CC=2)C=CC=1, predict the reaction product. The product is: [CH3:1][S:2][C:3]1[CH:8]=[CH:7][CH:6]=[CH:5][C:4]=1/[CH:9]=[CH:10]\[C:14]1[CH:15]=[C:16]([O:24][CH3:25])[C:17]([O:22][CH3:23])=[C:18]([O:20][CH3:21])[CH:19]=1. (8) Given the reactants [CH2:1]([O:3][C:4](=[O:15])[C:5]1[CH:10]=[CH:9][C:8]([N+:11]([O-])=O)=[CH:7][C:6]=1[F:14])[CH3:2].[Sn].Cl, predict the reaction product. The product is: [CH2:1]([O:3][C:4](=[O:15])[C:5]1[CH:10]=[CH:9][C:8]([NH2:11])=[CH:7][C:6]=1[F:14])[CH3:2].